From a dataset of Reaction yield outcomes from USPTO patents with 853,638 reactions. Predict the reaction yield, written as a fraction of the theoretical maximum amount of product (1.0 means a 100% yield; for example, 0.34 means a 34% yield). (1) The reactants are [OH:1][C:2]1[CH:3]=[CH:4][C:5]([CH:8]=[C:9]2[NH:14][C:13](=[O:15])[C:12](=[CH:16][CH2:17][C:18]3[CH:23]=[CH:22][CH:21]=[CH:20][CH:19]=3)[NH:11][C:10]2=[O:24])=[N:6][CH:7]=1.[C:25](Cl)(=[O:32])[C:26]1[CH:31]=[CH:30][CH:29]=[CH:28][CH:27]=1.C(Cl)(Cl)Cl. The catalyst is C(Cl)Cl. The product is [C:25]([O:1][C:2]1[CH:3]=[CH:4][C:5]([CH:8]=[C:9]2[NH:14][C:13](=[O:15])[C:12](=[CH:16][CH2:17][C:18]3[CH:19]=[CH:20][CH:21]=[CH:22][CH:23]=3)[NH:11][C:10]2=[O:24])=[N:6][CH:7]=1)(=[O:32])[C:26]1[CH:31]=[CH:30][CH:29]=[CH:28][CH:27]=1. The yield is 0.100. (2) The yield is 0.190. The product is [Cl:5][C:6]1[CH:15]=[CH:14][C:13]2[C:8](=[CH:9][CH:10]=[CH:11][C:12]=2[N+:1]([O-:4])=[O:2])[N:7]=1. The reactants are [N+:1]([O-:4])(O)=[O:2].[Cl:5][C:6]1[CH:15]=[CH:14][C:13]2[C:8](=[CH:9][CH:10]=[CH:11][CH:12]=2)[N:7]=1. The catalyst is S(=O)(=O)(O)O. (3) The reactants are C[Mg]Cl.[S:4]([N:14]1[C:18]2=[N:19][CH:20]=[C:21]([CH:23]=[O:24])[N:22]=[C:17]2[CH:16]=[CH:15]1)([C:7]1[CH:13]=[CH:12][C:10]([CH3:11])=[CH:9][CH:8]=1)(=[O:6])=[O:5].[NH4+].[Cl-].[CH3:27]COC(C)=O. The catalyst is C1COCC1.C(Cl)Cl. The product is [S:4]([N:14]1[C:18]2=[N:19][CH:20]=[C:21]([CH:23]([OH:24])[CH3:27])[N:22]=[C:17]2[CH:16]=[CH:15]1)([C:7]1[CH:8]=[CH:9][C:10]([CH3:11])=[CH:12][CH:13]=1)(=[O:5])=[O:6]. The yield is 0.230. (4) The reactants are [CH2:1]([O:8][C:9]1[CH:14]=[CH:13][C:12]([N+:15]([O-])=O)=[CH:11][C:10]=1[C:18]1[N:22]([CH3:23])[N:21]=[CH:20][C:19]=1[Br:24])[C:2]1[CH:7]=[CH:6][CH:5]=[CH:4][CH:3]=1.O.O.Cl[Sn]Cl. No catalyst specified. The product is [CH2:1]([O:8][C:9]1[CH:14]=[CH:13][C:12]([NH2:15])=[CH:11][C:10]=1[C:18]1[N:22]([CH3:23])[N:21]=[CH:20][C:19]=1[Br:24])[C:2]1[CH:3]=[CH:4][CH:5]=[CH:6][CH:7]=1. The yield is 0.390.